Dataset: Reaction yield outcomes from USPTO patents with 853,638 reactions. Task: Predict the reaction yield, written as a fraction of the theoretical maximum amount of product (1.0 means a 100% yield; for example, 0.34 means a 34% yield). (1) The reactants are Cl[C:2]1[N:7]=[N:6][C:5]([N:8]2[CH2:13][CH2:12][CH:11]([N:14]([CH3:22])[C:15](=[O:21])[O:16][C:17]([CH3:20])([CH3:19])[CH3:18])[CH2:10][CH2:9]2)=[C:4]([CH3:23])[C:3]=1[CH3:24].[F:25][C:26]1[CH:31]=[CH:30][C:29](B(O)O)=[CH:28][CH:27]=1.C([O-])([O-])=O.[Cs+].[Cs+]. The catalyst is O1CCOCC1.O. The product is [F:25][C:26]1[CH:31]=[CH:30][C:29]([C:2]2[N:7]=[N:6][C:5]([N:8]3[CH2:13][CH2:12][CH:11]([N:14]([CH3:22])[C:15](=[O:21])[O:16][C:17]([CH3:20])([CH3:19])[CH3:18])[CH2:10][CH2:9]3)=[C:4]([CH3:23])[C:3]=2[CH3:24])=[CH:28][CH:27]=1. The yield is 0.600. (2) The reactants are [NH:1]1[CH2:6][CH2:5][O:4][CH2:3][CH2:2]1.C(N(CC)CC)C.Cl.[N:15]1([CH2:21][CH2:22][C:23]2[N:27]3[CH:28]=[CH:29][CH:30]=[CH:31][C:26]3=[C:25]([C:32](Cl)=[O:33])[N:24]=2)[CH2:20][CH2:19][O:18][CH2:17][CH2:16]1. The catalyst is C(Cl)Cl. The product is [N:1]1([C:32]([C:25]2[N:24]=[C:23]([CH2:22][CH2:21][N:15]3[CH2:16][CH2:17][O:18][CH2:19][CH2:20]3)[N:27]3[CH:28]=[CH:29][CH:30]=[CH:31][C:26]=23)=[O:33])[CH2:6][CH2:5][O:4][CH2:3][CH2:2]1. The yield is 0.550. (3) The reactants are [CH2:1]([NH:3][C:4]([C:6]1[CH:11]=[CH:10][C:9]([N:12]2[C:16]([CH2:17][CH2:18][CH3:19])=[C:15]([C:20]([OH:22])=O)[N:14]=[N:13]2)=[CH:8][CH:7]=1)=[O:5])[CH3:2].[CH:23]1([NH2:26])[CH2:25][CH2:24]1.C1C=CC2N(O)N=NC=2C=1.CCN=C=NCCCN(C)C. The catalyst is C(#N)C.CN(C=O)C.C(N(CC)CC)C. The product is [CH:23]1([NH:26][C:20]([C:15]2[N:14]=[N:13][N:12]([C:9]3[CH:8]=[CH:7][C:6]([C:4]([NH:3][CH2:1][CH3:2])=[O:5])=[CH:11][CH:10]=3)[C:16]=2[CH2:17][CH2:18][CH3:19])=[O:22])[CH2:25][CH2:24]1. The yield is 0.440. (4) The reactants are CCN(C(C)C)C(C)C.[F:10][C:11]1[CH:16]=[CH:15][C:14]([C:17]2[O:18][C:19]3[CH:29]=[CH:28][C:27]([C:30]4[CH:31]=[C:32]([CH:42]=[CH:43][CH:44]=4)[C:33]([NH:35][C:36]([CH3:41])([CH3:40])[C:37]([OH:39])=O)=[O:34])=[CH:26][C:20]=3[C:21]=2[C:22](=[O:25])[NH:23][CH3:24])=[CH:13][CH:12]=1.[CH3:45][C:46]1[NH:50][N:49]=[C:48]([NH2:51])[CH:47]=1.[H-].[Na+]. The catalyst is CN(C=O)C.CO. The product is [F:10][C:11]1[CH:12]=[CH:13][C:14]([C:17]2[O:18][C:19]3[CH:29]=[CH:28][C:27]([C:30]4[CH:44]=[CH:43][CH:42]=[C:32]([C:33](=[O:34])[NH:35][C:36]([CH3:40])([CH3:41])[C:37]([NH:51][C:48]5[CH:47]=[C:46]([CH3:45])[NH:50][N:49]=5)=[O:39])[CH:31]=4)=[CH:26][C:20]=3[C:21]=2[C:22]([NH:23][CH3:24])=[O:25])=[CH:15][CH:16]=1. The yield is 0.210.